From a dataset of Forward reaction prediction with 1.9M reactions from USPTO patents (1976-2016). Predict the product of the given reaction. (1) Given the reactants [CH2:1]([P:5](Cl)([CH2:7][CH:8]([CH3:10])[CH3:9])=[O:6])[CH:2]([CH3:4])[CH3:3].C(P(=O)CC(C)C)C(C)C.[CH2:22]([Mg]Br)[CH2:23][CH2:24][CH2:25][CH2:26][CH2:27][CH3:28].Cl, predict the reaction product. The product is: [CH2:1]([P:5](=[O:6])([CH2:7][CH:8]([CH3:10])[CH3:9])[CH2:22][CH2:23][CH2:24][CH2:25][CH2:26][CH2:27][CH3:28])[CH:2]([CH3:4])[CH3:3]. (2) Given the reactants [C:1](=O)([O-])[O-].[K+].[K+].[CH3:7][CH2:8][O:9][C:10]([CH2:12]P(OCC)(OCC)=O)=[O:11].[CH3:21][CH:22]([CH3:26])[CH2:23][CH:24]=O, predict the reaction product. The product is: [CH2:8]([O:9][C:10]([CH2:12]/[CH:1]=[CH:24]/[CH2:23][CH:22]([CH3:26])[CH3:21])=[O:11])[CH3:7]. (3) Given the reactants Cl.[CH:2]1([C:5]2[N:6]=[CH:7][C:8]([O:11][C@H:12]3[CH2:22][N:15]4[C:16](=[O:21])[CH2:17][CH2:18][NH:19][CH2:20][C@H:14]4[CH2:13]3)=[N:9][CH:10]=2)[CH2:4][CH2:3]1.Cl[C:24]1[CH:29]=[CH:28][C:27]([C:30]([F:33])([F:32])[F:31])=[CH:26][N:25]=1.C(=O)([O-])[O-].[Na+].[Na+], predict the reaction product. The product is: [CH:2]1([C:5]2[N:6]=[CH:7][C:8]([O:11][C@H:12]3[CH2:22][N:15]4[C:16](=[O:21])[CH2:17][CH2:18][N:19]([C:24]5[CH:29]=[CH:28][C:27]([C:30]([F:33])([F:32])[F:31])=[CH:26][N:25]=5)[CH2:20][C@H:14]4[CH2:13]3)=[N:9][CH:10]=2)[CH2:4][CH2:3]1. (4) Given the reactants C(OC(=O)[NH:10][CH2:11][CH:12]1[CH2:17][CH2:16][C:15]([CH2:19][CH3:20])([OH:18])[CH2:14][CH2:13]1)C1C=CC=CC=1, predict the reaction product. The product is: [NH2:10][CH2:11][CH:12]1[CH2:17][CH2:16][C:15]([CH2:19][CH3:20])([OH:18])[CH2:14][CH2:13]1. (5) Given the reactants [O:1]1[C:5]2[CH:6]=[CH:7][CH:8]=[C:9]([C@@H:10]([NH2:12])[CH3:11])[C:4]=2[O:3][CH2:2]1.C([O:17][C:18]([C:20]1[CH:25]=[CH:24][CH:23]=[CH:22][C:21]=1[C:26]1[CH:31]=[CH:30][C:29]([CH2:32][N:33]2[C:41]3[C:36](=[CH:37][C:38]([C:42](O)=[O:43])=[CH:39][CH:40]=3)[C:35]([CH3:45])=[C:34]2[CH3:46])=[CH:28][CH:27]=1)=[O:19])(C)(C)C, predict the reaction product. The product is: [O:1]1[C:5]2[CH:6]=[CH:7][CH:8]=[C:9]([C@@H:10]([NH:12][C:42]([C:38]3[CH:37]=[C:36]4[C:41](=[CH:40][CH:39]=3)[N:33]([CH2:32][C:29]3[CH:28]=[CH:27][C:26]([C:21]5[C:20]([C:18]([OH:19])=[O:17])=[CH:25][CH:24]=[CH:23][CH:22]=5)=[CH:31][CH:30]=3)[C:34]([CH3:46])=[C:35]4[CH3:45])=[O:43])[CH3:11])[C:4]=2[O:3][CH2:2]1.